From a dataset of Forward reaction prediction with 1.9M reactions from USPTO patents (1976-2016). Predict the product of the given reaction. (1) Given the reactants C([O:3][C:4](=[O:34])[C@H:5]([CH3:33])[CH2:6][C@H:7]([NH:21][C:22](=[O:32])[C:23]1[CH:28]=[C:27]([F:29])[C:26]([OH:30])=[C:25]([F:31])[CH:24]=1)[CH2:8][C:9]1[CH:14]=[CH:13][C:12]([C:15]2[CH:20]=[CH:19][CH:18]=[CH:17][CH:16]=2)=[CH:11][CH:10]=1)C.[OH-].[Na+].Cl, predict the reaction product. The product is: [C:12]1([C:15]2[CH:16]=[CH:17][CH:18]=[CH:19][CH:20]=2)[CH:11]=[CH:10][C:9]([CH2:8][C@@H:7]([NH:21][C:22](=[O:32])[C:23]2[CH:28]=[C:27]([F:29])[C:26]([OH:30])=[C:25]([F:31])[CH:24]=2)[CH2:6][C@@H:5]([CH3:33])[C:4]([OH:34])=[O:3])=[CH:14][CH:13]=1. (2) Given the reactants [C:1]1([CH2:7][CH2:8][CH2:9][NH2:10])[CH:6]=[CH:5][CH:4]=[CH:3][CH:2]=1.[C:11]([CH2:13][S:14](Cl)(=[O:16])=[O:15])#[N:12].C(NS(CC#N)(=O)=O)C1C=CC=CC=1, predict the reaction product. The product is: [C:1]1([CH2:7][CH2:8][CH2:9][NH:10][S:14]([CH2:13][C:11]#[N:12])(=[O:16])=[O:15])[CH:6]=[CH:5][CH:4]=[CH:3][CH:2]=1. (3) Given the reactants [NH2:1][C:2]1[CH:7]=[CH:6][C:5]([N:8]2[CH2:13][CH2:12][CH:11]([N:14]3[C:19]4[CH:20]=[CH:21][CH:22]=[CH:23][C:18]=4[CH2:17][O:16][C:15]3=[O:24])[CH2:10][CH2:9]2)=[C:4]([Cl:25])[CH:3]=1.[NH:26]1[CH:30]=[CH:29][N:28]=[C:27]1[CH:31]=O.C(O[BH-](OC(=O)C)OC(=O)C)(=O)C.[Na+].Cl.C(=O)(O)[O-].[Na+], predict the reaction product. The product is: [Cl:25][C:4]1[CH:3]=[C:2]([NH:1][CH2:31][C:27]2[NH:26][CH:30]=[CH:29][N:28]=2)[CH:7]=[CH:6][C:5]=1[N:8]1[CH2:9][CH2:10][CH:11]([N:14]2[C:19]3[CH:20]=[CH:21][CH:22]=[CH:23][C:18]=3[CH2:17][O:16][C:15]2=[O:24])[CH2:12][CH2:13]1. (4) Given the reactants Cl[C:2]1[CH:7]=[C:6]([Cl:8])[N:5]=[CH:4][N:3]=1.[OH:9][CH2:10][CH2:11][N:12]1[CH2:17][CH2:16][O:15][CH2:14][CH2:13]1.C(=O)([O-])[O-].[K+].[K+], predict the reaction product. The product is: [Cl:8][C:6]1[N:5]=[CH:4][N:3]=[C:2]([O:9][CH2:10][CH2:11][N:12]2[CH2:17][CH2:16][O:15][CH2:14][CH2:13]2)[CH:7]=1. (5) Given the reactants Cl.CN(C)CCCN=C=NCC.[CH3:13][O:14][C:15](=[O:23])[CH2:16][CH2:17][CH2:18][CH2:19][C:20]([OH:22])=O.Cl.[NH2:25][CH2:26][C:27]([C:29]1[CH:34]=[C:33]([Cl:35])[CH:32]=[CH:31][C:30]=1[O:36][CH3:37])=[O:28].C(N(CC)CC)C, predict the reaction product. The product is: [CH3:13][O:14][C:15](=[O:23])[CH2:16][CH2:17][CH2:18][CH2:19][C:20](=[O:22])[NH:25][CH2:26][C:27]([C:29]1[CH:34]=[C:33]([Cl:35])[CH:32]=[CH:31][C:30]=1[O:36][CH3:37])=[O:28].